The task is: Predict hERG channel inhibition at various concentrations.. This data is from hERG Central: cardiac toxicity at 1µM, 10µM, and general inhibition. (1) The molecule is CCOc1ccc(CN2CCCC(C(=O)c3ccccc3OC)C2)cc1. Results: hERG_inhib (hERG inhibition (general)): blocker. (2) The drug is C(=C/c1ccccc1)\CSc1nnc(-c2cccnc2)n1Cc1ccco1. Results: hERG_inhib (hERG inhibition (general)): blocker. (3) The molecule is COc1ccc(-c2nc(CN3CCN(c4cc(C)nc(C)c4)CC3)c(C)o2)c2ccccc12. Results: hERG_inhib (hERG inhibition (general)): blocker. (4) The molecule is Cc1ccc(C(=O)Nc2ccccc2N2CCCC2)cc1S(=O)(=O)N1CCOCC1. Results: hERG_inhib (hERG inhibition (general)): blocker. (5) The drug is O=C(COc1ccc(Br)cc1)N1CCN(Cc2ccc3c(c2)OCO3)CC1. Results: hERG_inhib (hERG inhibition (general)): blocker. (6) The molecule is COc1ccc(-c2nc(Cn3c(SCc4ccc(F)cc4)nc4ccncc43)c(C)o2)cc1OC. Results: hERG_inhib (hERG inhibition (general)): blocker.